This data is from Reaction yield outcomes from USPTO patents with 853,638 reactions. The task is: Predict the reaction yield, written as a fraction of the theoretical maximum amount of product (1.0 means a 100% yield; for example, 0.34 means a 34% yield). (1) The reactants are [CH3:1][C:2]1[O:6][C:5]([CH2:7][C:8]2[CH:13]=[CH:12][C:11]([CH2:14][C:15](Cl)=[N:16][OH:17])=[CH:10][CH:9]=2)=[CH:4][CH:3]=1.O1CCCC1.[C:24]([C:26]1[C:27]([NH2:32])=[N:28][CH:29]=[CH:30][CH:31]=1)#[CH:25].C(N(CC)CC)C. The catalyst is O. The product is [CH3:1][C:2]1[O:6][C:5]([CH2:7][C:8]2[CH:13]=[CH:12][C:11]([CH2:14][C:15]3[CH:25]=[C:24]([C:26]4[C:27]([NH2:32])=[N:28][CH:29]=[CH:30][CH:31]=4)[O:17][N:16]=3)=[CH:10][CH:9]=2)=[CH:4][CH:3]=1. The yield is 0.410. (2) The reactants are CS([C:5]1[N:10]=[CH:9][C:8]([C:11]([O:13][CH2:14][CH3:15])=[O:12])=[CH:7][N:6]=1)(=O)=O.[NH2:16][C@H:17]1[CH2:21][CH2:20][NH:19][CH2:18]1. The catalyst is COCCOC. The product is [NH2:16][C@H:17]1[CH2:21][CH2:20][N:19]([C:5]2[N:10]=[CH:9][C:8]([C:11]([O:13][CH2:14][CH3:15])=[O:12])=[CH:7][N:6]=2)[CH2:18]1. The yield is 0.900. (3) The reactants are [NH:1]1[CH2:4][CH:3]([OH:5])[CH2:2]1.C(=O)([O-])[O-].[K+].[K+].[C:12](Cl)(=[O:21])[O:13][CH2:14][C:15]1[CH:20]=[CH:19][CH:18]=[CH:17][CH:16]=1. The catalyst is C1COCC1.O. The product is [OH:5][CH:3]1[CH2:4][N:1]([C:12]([O:13][CH2:14][C:15]2[CH:20]=[CH:19][CH:18]=[CH:17][CH:16]=2)=[O:21])[CH2:2]1. The yield is 0.698. (4) The reactants are [Cl:1][C:2]1[CH:10]=[CH:9][C:5]([C:6]([NH2:8])=O)=[C:4]([O:11][CH:12]2[CH2:16][CH2:15][CH2:14][CH2:13]2)[N:3]=1.N1C=CC=CC=1.P(Cl)(Cl)(Cl)=O. The catalyst is C(#N)C. The product is [Cl:1][C:2]1[CH:10]=[CH:9][C:5]([C:6]#[N:8])=[C:4]([O:11][CH:12]2[CH2:13][CH2:14][CH2:15][CH2:16]2)[N:3]=1. The yield is 0.940. (5) The catalyst is C(Cl)Cl. The yield is 0.890. The reactants are [N+:1]([C:4]1[CH:9]=[CH:8][C:7]([CH2:10][CH2:11][NH:12][CH2:13][CH2:14][N:15]2[CH2:20][CH2:19][N:18]([C:21]3[CH:26]=[CH:25][CH:24]=[CH:23][CH:22]=3)[CH2:17][CH2:16]2)=[CH:6][CH:5]=1)([O-:3])=[O:2].CCN(CC)CC.[C:34](Cl)(=[O:37])[CH2:35][CH3:36]. The product is [N+:1]([C:4]1[CH:9]=[CH:8][C:7]([CH2:10][CH2:11][N:12]([CH2:13][CH2:14][N:15]2[CH2:16][CH2:17][N:18]([C:21]3[CH:22]=[CH:23][CH:24]=[CH:25][CH:26]=3)[CH2:19][CH2:20]2)[C:34](=[O:37])[CH2:35][CH3:36])=[CH:6][CH:5]=1)([O-:3])=[O:2].